From a dataset of NCI-60 drug combinations with 297,098 pairs across 59 cell lines. Regression. Given two drug SMILES strings and cell line genomic features, predict the synergy score measuring deviation from expected non-interaction effect. (1) Drug 2: CC(C)CN1C=NC2=C1C3=CC=CC=C3N=C2N. Synergy scores: CSS=15.7, Synergy_ZIP=-3.84, Synergy_Bliss=1.24, Synergy_Loewe=1.27, Synergy_HSA=1.27. Cell line: NCI-H226. Drug 1: C1CCC(C(C1)N)N.C(=O)(C(=O)[O-])[O-].[Pt+4]. (2) Drug 1: C1=CC(=C2C(=C1NCCNCCO)C(=O)C3=C(C=CC(=C3C2=O)O)O)NCCNCCO. Drug 2: COC1=NC(=NC2=C1N=CN2C3C(C(C(O3)CO)O)O)N. Cell line: MDA-MB-231. Synergy scores: CSS=24.8, Synergy_ZIP=7.19, Synergy_Bliss=8.23, Synergy_Loewe=-28.7, Synergy_HSA=-0.0203. (3) Drug 1: CC1OCC2C(O1)C(C(C(O2)OC3C4COC(=O)C4C(C5=CC6=C(C=C35)OCO6)C7=CC(=C(C(=C7)OC)O)OC)O)O. Drug 2: C1=CC(=CC=C1C#N)C(C2=CC=C(C=C2)C#N)N3C=NC=N3. Cell line: MOLT-4. Synergy scores: CSS=73.2, Synergy_ZIP=2.49, Synergy_Bliss=3.96, Synergy_Loewe=-16.4, Synergy_HSA=4.21. (4) Drug 1: CC1=C2C(C(=O)C3(C(CC4C(C3C(C(C2(C)C)(CC1OC(=O)C(C(C5=CC=CC=C5)NC(=O)OC(C)(C)C)O)O)OC(=O)C6=CC=CC=C6)(CO4)OC(=O)C)OC)C)OC. Drug 2: CN(CC1=CN=C2C(=N1)C(=NC(=N2)N)N)C3=CC=C(C=C3)C(=O)NC(CCC(=O)O)C(=O)O. Cell line: HOP-92. Synergy scores: CSS=19.7, Synergy_ZIP=-10.4, Synergy_Bliss=-10.1, Synergy_Loewe=-17.0, Synergy_HSA=-6.99. (5) Cell line: MDA-MB-231. Synergy scores: CSS=24.0, Synergy_ZIP=-4.47, Synergy_Bliss=2.14, Synergy_Loewe=-7.18, Synergy_HSA=4.40. Drug 2: CC1=C(C(=O)C2=C(C1=O)N3CC4C(C3(C2COC(=O)N)OC)N4)N. Drug 1: C1=CC=C(C=C1)NC(=O)CCCCCCC(=O)NO. (6) Drug 1: CS(=O)(=O)C1=CC(=C(C=C1)C(=O)NC2=CC(=C(C=C2)Cl)C3=CC=CC=N3)Cl. Synergy scores: CSS=-0.243, Synergy_ZIP=-1.23, Synergy_Bliss=-2.78, Synergy_Loewe=-6.31, Synergy_HSA=-4.93. Drug 2: CN(CCCl)CCCl.Cl. Cell line: OVCAR-4. (7) Drug 1: CC12CCC3C(C1CCC2=O)CC(=C)C4=CC(=O)C=CC34C. Drug 2: C1=CC=C(C(=C1)C(C2=CC=C(C=C2)Cl)C(Cl)Cl)Cl. Cell line: SF-295. Synergy scores: CSS=33.4, Synergy_ZIP=-10.5, Synergy_Bliss=-4.19, Synergy_Loewe=-10.3, Synergy_HSA=-5.00. (8) Drug 1: C1=C(C(=O)NC(=O)N1)N(CCCl)CCCl. Drug 2: C1=NC2=C(N1)C(=S)N=C(N2)N. Cell line: CCRF-CEM. Synergy scores: CSS=68.4, Synergy_ZIP=-1.65, Synergy_Bliss=-2.40, Synergy_Loewe=-2.34, Synergy_HSA=1.12.